Dataset: Forward reaction prediction with 1.9M reactions from USPTO patents (1976-2016). Task: Predict the product of the given reaction. (1) Given the reactants [NH2:1][CH2:2][C@@H:3]1[O:7][C:6](=[O:8])[N:5]([C:9]2[CH:22]=[CH:21][C:12]3[C:13]4[O:14][N:15]=[CH:16][C:17]=4[CH2:18][CH2:19][CH2:20][C:11]=3[CH:10]=2)[CH2:4]1.[CH:23]1([CH2:28][C:29](O)=[O:30])[CH2:27][CH2:26][CH2:25][CH2:24]1, predict the reaction product. The product is: [CH:23]1([CH2:28][C:29]([NH:1][CH2:2][C@@H:3]2[O:7][C:6](=[O:8])[N:5]([C:9]3[CH:22]=[CH:21][C:12]4[C:13]5[O:14][N:15]=[CH:16][C:17]=5[CH2:18][CH2:19][CH2:20][C:11]=4[CH:10]=3)[CH2:4]2)=[O:30])[CH2:27][CH2:26][CH2:25][CH2:24]1. (2) Given the reactants [C:1]([O:5][C:6](=[O:22])[NH:7][C:8]1[CH:13]=[C:12]([N:14]([CH2:16][CH:17]([CH3:19])[CH3:18])[CH3:15])[C:11]([CH3:20])=[CH:10][C:9]=1[NH2:21])([CH3:4])([CH3:3])[CH3:2].C([O:27][C:28](=O)[CH2:29][C:30]([C:32]1[CH:37]=[CH:36][CH:35]=[C:34]([C:38]2[O:42][N:41]=[C:40]([CH3:43])[CH:39]=2)[CH:33]=1)=[O:31])(C)(C)C, predict the reaction product. The product is: [C:1]([O:5][C:6](=[O:22])[NH:7][C:8]1[CH:13]=[C:12]([N:14]([CH2:16][CH:17]([CH3:18])[CH3:19])[CH3:15])[C:11]([CH3:20])=[CH:10][C:9]=1[NH:21][C:28](=[O:27])[CH2:29][C:30]([C:32]1[CH:37]=[CH:36][CH:35]=[C:34]([C:38]2[O:42][N:41]=[C:40]([CH3:43])[CH:39]=2)[CH:33]=1)=[O:31])([CH3:3])([CH3:2])[CH3:4]. (3) Given the reactants [O:1]=[C:2]1[CH2:7][NH:6][CH2:5][CH2:4][NH:3]1.C(N(CC)CC)C.[Cl:15][C:16]1[C:17]([CH3:25])=[C:18]([CH:22]=[CH:23][CH:24]=1)[C:19](Cl)=[O:20], predict the reaction product. The product is: [Cl:15][C:16]1[C:17]([CH3:25])=[C:18]([C:19]([N:6]2[CH2:5][CH2:4][NH:3][C:2](=[O:1])[CH2:7]2)=[O:20])[CH:22]=[CH:23][CH:24]=1. (4) Given the reactants [CH2:1]([Li])CCC.CC1(C)CCCC(C)(C)N1.[Cl:16][C:17]1[C:25]([Cl:26])=[CH:24][CH:23]=[CH:22][C:18]=1[C:19]([OH:21])=[O:20].IC, predict the reaction product. The product is: [Cl:16][C:17]1[C:25]([Cl:26])=[C:24]([CH3:1])[CH:23]=[CH:22][C:18]=1[C:19]([OH:21])=[O:20]. (5) Given the reactants C1(C)C=C(C)C=C(C)C=1Br.C([Li])(C)(C)C.[CH3:16][O:17][C:18]1[CH:23]=[CH:22][CH:21]=[CH:20][N:19]=1.[CH3:24][O:25][C:26]1[CH:33]=[CH:32][C:29]([CH:30]=[O:31])=[CH:28][CH:27]=1.[Cl-].[NH4+], predict the reaction product. The product is: [CH3:24][O:25][C:26]1[CH:33]=[CH:32][C:29]([CH:30]([C:23]2[C:18]([O:17][CH3:16])=[N:19][CH:20]=[CH:21][CH:22]=2)[OH:31])=[CH:28][CH:27]=1.